From a dataset of HIV replication inhibition screening data with 41,000+ compounds from the AIDS Antiviral Screen. Binary Classification. Given a drug SMILES string, predict its activity (active/inactive) in a high-throughput screening assay against a specified biological target. (1) The drug is Cc1cc2c(cc1-c1cc3c(cc1C)C(C(C)C)=C(O)C(=O)C3=CNc1nc(-c3ccccc3)cs1)C(=CNc1nc(-c3ccccc3)cs1)C(=O)C(O)=C2C(C)C. The result is 0 (inactive). (2) The compound is COc1ccc(C2=NNC(=O)OC2c2ccccc2)cc1. The result is 0 (inactive).